Task: Predict the reactants needed to synthesize the given product.. Dataset: Full USPTO retrosynthesis dataset with 1.9M reactions from patents (1976-2016) (1) The reactants are: [Si:1]([O:8][C@H:9]1[CH2:13][CH2:12][N:11]([CH2:14][CH:15]([N:25](C)[C:26](=O)OCC2C=CC=CC=2)[C:16]2[CH:21]=[CH:20][C:19]([F:22])=[C:18]([C:23]#[N:24])[CH:17]=2)[CH2:10]1)([C:4]([CH3:7])([CH3:6])[CH3:5])([CH3:3])[CH3:2]. Given the product [Si:1]([O:8][C@H:9]1[CH2:13][CH2:12][N:11]([CH2:14][C@H:15]([C:16]2[CH:21]=[CH:20][C:19]([F:22])=[C:18]([CH:17]=2)[C:23]#[N:24])[NH:25][CH3:26])[CH2:10]1)([C:4]([CH3:6])([CH3:7])[CH3:5])([CH3:3])[CH3:2], predict the reactants needed to synthesize it. (2) Given the product [CH3:15][O:14][C:8]1[CH:7]=[C:6]([S:3]([N:2]([CH3:1])[CH2:16][CH2:17][N:18]([CH3:19])[S:39]([C:33]2[CH:34]=[CH:35][C:36]([O:37][CH3:38])=[C:31]([CH2:29][CH3:30])[CH:32]=2)(=[O:41])=[O:40])(=[O:4])=[O:5])[CH:11]=[CH:10][C:9]=1[O:12][CH3:13], predict the reactants needed to synthesize it. The reactants are: [CH3:1][N:2]([CH2:16][CH2:17][NH:18][CH3:19])[S:3]([C:6]1[CH:11]=[CH:10][C:9]([O:12][CH3:13])=[C:8]([O:14][CH3:15])[CH:7]=1)(=[O:5])=[O:4].CCN(C(C)C)C(C)C.[CH2:29]([C:31]1[CH:32]=[C:33]([S:39](Cl)(=[O:41])=[O:40])[CH:34]=[CH:35][C:36]=1[O:37][CH3:38])[CH3:30]. (3) Given the product [F:42][C:32]1([F:31])[O:36][C:35]2[CH:37]=[CH:38][CH:39]=[C:40]([NH:41][C:26]([CH2:25][NH:24][C:22](=[O:23])[C:21]3[CH:20]=[CH:19][C:18]([S:15](=[O:16])(=[O:17])[NH:14][C:9]4[CH:10]=[CH:11][CH:12]=[CH:13][C:8]=4[O:1][C:2]4[CH:3]=[CH:4][CH:5]=[CH:6][CH:7]=4)=[CH:30][CH:29]=3)=[O:27])[C:34]=2[O:33]1, predict the reactants needed to synthesize it. The reactants are: [O:1]([C:8]1[CH:13]=[CH:12][CH:11]=[CH:10][C:9]=1[NH:14][S:15]([C:18]1[CH:30]=[CH:29][C:21]([C:22]([NH:24][CH2:25][C:26](O)=[O:27])=[O:23])=[CH:20][CH:19]=1)(=[O:17])=[O:16])[C:2]1[CH:7]=[CH:6][CH:5]=[CH:4][CH:3]=1.[F:31][C:32]1([F:42])[O:36][C:35]2[CH:37]=[CH:38][CH:39]=[C:40]([NH2:41])[C:34]=2[O:33]1. (4) Given the product [C:25]([O:24][C:22]([NH:9][C:4]1([C:29]([OH:32])=[O:31])[CH2:5][CH2:6][O:1][CH2:2][CH2:3]1)=[O:23])([CH3:26])([CH3:27])[CH3:28], predict the reactants needed to synthesize it. The reactants are: [O:1]1[CH2:6][CH2:5][C:4](=O)[CH2:3][CH2:2]1.[C-]#[N:9].[Na+].[OH-].[Na+].Cl.[CH3:26][C:25]([O:24][C:22](O[C:22]([O:24][C:25]([CH3:28])([CH3:27])[CH3:26])=[O:23])=[O:23])([CH3:28])[CH3:27].[C:29]([O:32]CC)(=[O:31])C. (5) Given the product [C:1]([NH:4][C:5]1[CH:10]=[C:9]([C:11]2[O:12][C:13]([C:20]3[CH:25]=[CH:24][CH:23]=[CH:22][C:21]=3[Cl:26])=[C:14]([C:16]([OH:18])=[O:17])[N:15]=2)[C:8]([CH3:27])=[CH:7][N:6]=1)(=[O:3])[CH3:2], predict the reactants needed to synthesize it. The reactants are: [C:1]([NH:4][C:5]1[CH:10]=[C:9]([C:11]2[O:12][C:13]([C:20]3[CH:25]=[CH:24][CH:23]=[CH:22][C:21]=3[Cl:26])=[C:14]([C:16]([O:18]C)=[O:17])[N:15]=2)[C:8]([CH3:27])=[CH:7][N:6]=1)(=[O:3])[CH3:2].C1COCC1.[OH-].[Na+].